Dataset: CYP1A2 inhibition data for predicting drug metabolism from PubChem BioAssay. Task: Regression/Classification. Given a drug SMILES string, predict its absorption, distribution, metabolism, or excretion properties. Task type varies by dataset: regression for continuous measurements (e.g., permeability, clearance, half-life) or binary classification for categorical outcomes (e.g., BBB penetration, CYP inhibition). Dataset: cyp1a2_veith. (1) The drug is O=C(CSc1nnc(Cc2cc(=O)[nH]c(=O)[nH]2)n1-c1ccccc1)N1CCCc2ccccc21. The result is 0 (non-inhibitor). (2) The molecule is COc1ccc(NC(=O)N2CC3(CCN(S(=O)(=O)c4ccccc4)CC3)C2)cc1. The result is 0 (non-inhibitor). (3) The drug is O=c1cc[nH]c2cccc(Cc3ccccc3)c12. The result is 1 (inhibitor). (4) The result is 1 (inhibitor). The molecule is CN1C(=O)CC(NNC(=O)c2ccc(Cl)cc2)C1=O. (5) The compound is Cc1ccc(NC(=O)C2C3CCCC2C3c2ccccc2)cc1C. The result is 0 (non-inhibitor). (6) The result is 0 (non-inhibitor). The compound is O=S(=O)(C[C@H](O)C(Cl)(Cl)Cl)NNc1ccccc1. (7) The compound is CN(C)CCNC(=O)c1cc(Br)ccc1Cl. The result is 1 (inhibitor).